From a dataset of Reaction yield outcomes from USPTO patents with 853,638 reactions. Predict the reaction yield, written as a fraction of the theoretical maximum amount of product (1.0 means a 100% yield; for example, 0.34 means a 34% yield). The reactants are [CH2:1]([O:8][C:9]([N:11]1[CH2:16][CH2:15][NH:14][C:13](=[O:17])[CH2:12]1)=[O:10])[C:2]1[CH:7]=[CH:6][CH:5]=[CH:4][CH:3]=1.F[B-](F)(F)F.[CH2:23]([O+](CC)CC)[CH3:24]. The catalyst is ClCCl. The product is [CH2:1]([O:8][C:9]([N:11]1[CH2:12][C:13]([O:17][CH2:23][CH3:24])=[N:14][CH2:15][CH2:16]1)=[O:10])[C:2]1[CH:3]=[CH:4][CH:5]=[CH:6][CH:7]=1. The yield is 0.950.